This data is from Full USPTO retrosynthesis dataset with 1.9M reactions from patents (1976-2016). The task is: Predict the reactants needed to synthesize the given product. (1) Given the product [Br:1][C:2]1[C:3]([F:9])=[C:4]([N:5]([S:20]([CH3:19])(=[O:22])=[O:21])[S:20]([CH3:19])(=[O:22])=[O:21])[CH:6]=[CH:7][CH:8]=1, predict the reactants needed to synthesize it. The reactants are: [Br:1][C:2]1[C:3]([F:9])=[C:4]([CH:6]=[CH:7][CH:8]=1)[NH2:5].CCN(C(C)C)C(C)C.[CH3:19][S:20](Cl)(=[O:22])=[O:21]. (2) Given the product [Cl:8][C:6]1[CH:5]=[C:4]([C:9]2[C:14]([C:15]([NH:31][CH2:30][CH2:29][CH2:28][C:22]3[CH:27]=[CH:26][CH:25]=[CH:24][CH:23]=3)=[O:17])=[C:13]([CH2:18][CH3:19])[N:12]=[C:11]([S:20][CH3:21])[N:10]=2)[CH:3]=[C:2]([Cl:1])[CH:7]=1, predict the reactants needed to synthesize it. The reactants are: [Cl:1][C:2]1[CH:3]=[C:4]([C:9]2[C:14]([C:15]([OH:17])=O)=[C:13]([CH2:18][CH3:19])[N:12]=[C:11]([S:20][CH3:21])[N:10]=2)[CH:5]=[C:6]([Cl:8])[CH:7]=1.[C:22]1([CH2:28][CH2:29][CH2:30][NH2:31])[CH:27]=[CH:26][CH:25]=[CH:24][CH:23]=1.Cl.C(N=C=NCCCN(C)C)C. (3) The reactants are: CC#N.[Na+].[I-].C[Si](Cl)(C)C.[Br:11][C:12]1[C:13]2[CH:14]=[C:15]3[C:24]([CH2:26][C:27]([O:29][CH3:30])=[O:28])(O)[CH2:23][CH2:22][N:16]3[C:17]=2[CH:18]=[C:19]([F:21])[CH:20]=1.C([O-])(O)=O.[Na+]. Given the product [Br:11][C:12]1[C:13]2[CH:14]=[C:15]3[CH:24]([CH2:26][C:27]([O:29][CH3:30])=[O:28])[CH2:23][CH2:22][N:16]3[C:17]=2[CH:18]=[C:19]([F:21])[CH:20]=1, predict the reactants needed to synthesize it. (4) Given the product [CH3:1][C:2]1[CH:3]=[C:4]2[C:9](=[N:10][CH:11]=1)[N:8]=[C:7]([C:12]([F:15])([F:13])[F:14])[C:6]([C:16]([OH:18])=[O:17])=[CH:5]2, predict the reactants needed to synthesize it. The reactants are: [CH3:1][C:2]1[CH:3]=[C:4]2[C:9](=[N:10][CH:11]=1)[N:8]=[C:7]([C:12]([F:15])([F:14])[F:13])[C:6]([C:16]([O:18]CC)=[O:17])=[CH:5]2.[OH-].[Li+]. (5) Given the product [F:17][C:2]([F:1])([F:16])[C:3]1[CH:4]=[CH:5][C:6]([CH2:9][S:10]([CH:13]([CH2:24][CH2:23][S:22][C:19]([F:21])([F:20])[F:18])[C:14]#[N:15])(=[O:12])=[O:11])=[CH:7][CH:8]=1, predict the reactants needed to synthesize it. The reactants are: [F:1][C:2]([F:17])([F:16])[C:3]1[CH:8]=[CH:7][C:6]([CH2:9][S:10]([CH2:13][C:14]#[N:15])(=[O:12])=[O:11])=[CH:5][CH:4]=1.[F:18][C:19]([S:22][CH2:23][CH2:24]OS(C(F)(F)F)(=O)=O)([F:21])[F:20]. (6) Given the product [Cl:73][C:71]1[CH:72]=[C:67]([C:57]2[C:56]([CH3:74])=[C:55]([NH:47][C:46]3[C:41]([N:38]4[CH2:39][CH2:40][O:35][CH2:36][CH2:37]4)=[N:42][CH:43]=[C:44]([N:48]4[CH2:49][CH2:50][O:51][CH2:52][CH2:53]4)[CH:45]=3)[C:64]3[C:59](=[CH:60][C:61]([F:66])=[CH:62][C:63]=3[F:65])[N:58]=2)[CH:68]=[N:69][CH:70]=1, predict the reactants needed to synthesize it. The reactants are: C1(P(C2CCCCC2)C2C=CC=CC=2C2C(C(C)C)=CC(C(C)C)=CC=2C(C)C)CCCCC1.[O:35]1[CH2:40][CH2:39][N:38]([C:41]2[C:46]([NH2:47])=[CH:45][C:44]([N:48]3[CH2:53][CH2:52][O:51][CH2:50][CH2:49]3)=[CH:43][N:42]=2)[CH2:37][CH2:36]1.Cl[C:55]1[C:64]2[C:59](=[CH:60][C:61]([F:66])=[CH:62][C:63]=2[F:65])[N:58]=[C:57]([C:67]2[CH:68]=[N:69][CH:70]=[C:71]([Cl:73])[CH:72]=2)[C:56]=1[CH3:74].CC(C)([O-])C.[Na+]. (7) Given the product [CH3:29][O:30][C:2]1[N:3]=[CH:4][CH:5]=[C:6]2[C:7]=1[CH:8]=[C:24]([C:18]1[CH:23]=[CH:22][CH:21]=[CH:20][CH:19]=1)[C:11](=[O:17])[NH:10]2, predict the reactants needed to synthesize it. The reactants are: Cl[C:2]1[C:7]([CH:8]=O)=[C:6]([NH:10][C:11](=[O:17])OC(C)(C)C)[CH:5]=[CH:4][N:3]=1.[C:18]1([CH2:24]C(OC)=O)[CH:23]=[CH:22][CH:21]=[CH:20][CH:19]=1.[CH3:29][OH:30].C[O-].[Na+]. (8) Given the product [Br:16][C:17]1[CH:24]=[CH:23][CH:22]=[CH:21][C:18]=1[CH:19]1[C:10]2[C:9](=[CH:8][CH:7]=[C:6]([Cl:5])[CH:11]=2)[CH2:12][C:13](=[O:14])[CH2:20]1, predict the reactants needed to synthesize it. The reactants are: [Cl-].[Cl-].[Cl-].[Al+3].[Cl:5][C:6]1[CH:11]=[CH:10][C:9]([CH2:12][C:13](Cl)=[O:14])=[CH:8][CH:7]=1.[Br:16][C:17]1[CH:24]=[CH:23][CH:22]=[CH:21][C:18]=1[CH:19]=[CH2:20].